Dataset: Reaction yield outcomes from USPTO patents with 853,638 reactions. Task: Predict the reaction yield, written as a fraction of the theoretical maximum amount of product (1.0 means a 100% yield; for example, 0.34 means a 34% yield). (1) The reactants are [F:1][CH:2]1[CH:7]([O:8][C:9]2[CH:10]=[CH:11][CH:12]=[C:13]3[C:18]=2[N:17]=[C:16]([C:19]2[N:23]4[CH:24]=[CH:25][C:26]([O:28][CH2:29][CH2:30][O:31]C)=[CH:27][C:22]4=[N:21][CH:20]=2)[CH:15]=[CH:14]3)[CH2:6][CH2:5][NH:4][CH2:3]1.B(Br)(Br)Br. The catalyst is C(Cl)Cl. The product is [F:1][C@H:2]1[C@H:7]([O:8][C:9]2[CH:10]=[CH:11][CH:12]=[C:13]3[C:18]=2[N:17]=[C:16]([C:19]2[N:23]4[CH:24]=[CH:25][C:26]([O:28][CH2:29][CH2:30][OH:31])=[CH:27][C:22]4=[N:21][CH:20]=2)[CH:15]=[CH:14]3)[CH2:6][CH2:5][NH:4][CH2:3]1. The yield is 0.00250. (2) The reactants are [I:1][C:2]1[CH:3]=[C:4]([CH:9]=[CH:10][CH:11]=1)[C:5]([NH:7][NH2:8])=[O:6].[CH2:12](OC(OCC)(OCC)C)[CH3:13]. The catalyst is C(O)(=O)C. The product is [I:1][C:2]1[CH:3]=[C:4]([C:5]2[O:6][C:12]([CH3:13])=[N:8][N:7]=2)[CH:9]=[CH:10][CH:11]=1. The yield is 0.920. (3) The reactants are Cl[C:2]1[N:10]=[C:9]2[C:5]([N:6]=[C:7]([CH2:12][N:13]3[CH2:18][CH2:17][NH:16][C:15](=[O:19])[CH:14]3[CH:20]([CH3:22])[CH3:21])[N:8]2[CH3:11])=[C:4]([N:23]2[CH2:28][CH2:27][O:26][CH2:25][CH2:24]2)[N:3]=1.[CH2:29]([C:31]1[NH:32][C:33]2[CH:39]=[CH:38][CH:37]=[CH:36][C:34]=2[N:35]=1)[CH3:30].CC(C1C=C(C(C)C)C(C2C=CC=CC=2P(C2CCCCC2)C2CCCCC2)=C(C(C)C)C=1)C.C([O-])([O-])=O.[Cs+].[Cs+]. The catalyst is O1CCOCC1.C1C=CC(/C=C/C(/C=C/C2C=CC=CC=2)=O)=CC=1.C1C=CC(/C=C/C(/C=C/C2C=CC=CC=2)=O)=CC=1.C1C=CC(/C=C/C(/C=C/C2C=CC=CC=2)=O)=CC=1.[Pd].[Pd]. The product is [CH2:29]([C:31]1[N:32]([C:2]2[N:10]=[C:9]3[C:5]([N:6]=[C:7]([CH2:12][N:13]4[CH2:18][CH2:17][NH:16][C:15](=[O:19])[CH:14]4[CH:20]([CH3:21])[CH3:22])[N:8]3[CH3:11])=[C:4]([N:23]3[CH2:24][CH2:25][O:26][CH2:27][CH2:28]3)[N:3]=2)[C:33]2[CH:39]=[CH:38][CH:37]=[CH:36][C:34]=2[N:35]=1)[CH3:30]. The yield is 0.780. (4) The reactants are [CH3:1][S:2]([O:5][CH:6]([CH2:14][CH:15]([CH3:17])[CH3:16])[CH2:7][CH2:8][C:9]1[S:10][CH:11]=[CH:12][CH:13]=1)(=[O:4])=[O:3].[OH-].[NH4+:19].N.CC(O)C. No catalyst specified. The product is [CH3:1][S:2]([OH:5])(=[O:4])=[O:3].[CH3:16][CH:15]([CH3:17])[CH2:14][CH:6]([NH2:19])[CH2:7][CH2:8][C:9]1[S:10][CH:11]=[CH:12][CH:13]=1.[CH3:16][CH:15]([CH3:17])[CH2:14][CH:6]([NH2:19])[CH2:7][CH2:8][C:9]1[S:10][CH:11]=[CH:12][CH:13]=1. The yield is 0.410. (5) The reactants are [F:1][C:2]([C:5]1[CH:9]=[C:8]([NH:10][C:11](=[O:19])OC2C=CC=CC=2)[N:7]([C:20]2[CH:21]=[N:22][CH:23]=[CH:24][CH:25]=2)[N:6]=1)([F:4])[CH3:3].[CH3:26][O:27][C:28]1[CH:29]=[C:30]2[C:35](=[CH:36][C:37]=1[O:38][CH3:39])[N:34]=[CH:33][N:32]=[C:31]2[O:40][C:41]1[CH:42]=[C:43]([CH:45]=[CH:46][CH:47]=1)[NH2:44]. No catalyst specified. The product is [F:4][C:2]([C:5]1[CH:9]=[C:8]([NH:10][C:11]([NH:44][C:43]2[CH:45]=[CH:46][CH:47]=[C:41]([O:40][C:31]3[C:30]4[C:35](=[CH:36][C:37]([O:38][CH3:39])=[C:28]([O:27][CH3:26])[CH:29]=4)[N:34]=[CH:33][N:32]=3)[CH:42]=2)=[O:19])[N:7]([C:20]2[CH:21]=[N:22][CH:23]=[CH:24][CH:25]=2)[N:6]=1)([F:1])[CH3:3]. The yield is 0.630. (6) The reactants are [CH3:1][N:2]([CH3:6])[CH2:3][CH2:4][OH:5].[H-].[Na+].[NH2:9][C:10]1[C:19]2[C:14](=[C:15](F)[C:16]([N:20]3[C:28]4[CH2:27][C:26]([CH3:30])([CH3:29])[CH2:25][C:24](=[O:31])[C:23]=4[C:22]([CH3:32])=[CH:21]3)=[CH:17][CH:18]=2)[N:13]=[CH:12][N:11]=1. The catalyst is CN(C=O)C. The product is [NH2:9][C:10]1[C:19]2[C:14](=[C:15]([O:5][CH2:4][CH2:3][N:2]([CH3:6])[CH3:1])[C:16]([N:20]3[C:28]4[CH2:27][C:26]([CH3:30])([CH3:29])[CH2:25][C:24](=[O:31])[C:23]=4[C:22]([CH3:32])=[CH:21]3)=[CH:17][CH:18]=2)[N:13]=[CH:12][N:11]=1. The yield is 0.740.